From a dataset of NCI-60 drug combinations with 297,098 pairs across 59 cell lines. Regression. Given two drug SMILES strings and cell line genomic features, predict the synergy score measuring deviation from expected non-interaction effect. (1) Drug 1: CN(C)N=NC1=C(NC=N1)C(=O)N. Drug 2: C1CN(CCN1C(=O)CCBr)C(=O)CCBr. Cell line: TK-10. Synergy scores: CSS=0.0785, Synergy_ZIP=1.57, Synergy_Bliss=0.686, Synergy_Loewe=-6.65, Synergy_HSA=-6.23. (2) Drug 1: C1CCC(CC1)NC(=O)N(CCCl)N=O. Drug 2: CC1=C2C(C(=O)C3(C(CC4C(C3C(C(C2(C)C)(CC1OC(=O)C(C(C5=CC=CC=C5)NC(=O)OC(C)(C)C)O)O)OC(=O)C6=CC=CC=C6)(CO4)OC(=O)C)O)C)O. Cell line: UO-31. Synergy scores: CSS=10.1, Synergy_ZIP=-3.64, Synergy_Bliss=-3.12, Synergy_Loewe=-0.716, Synergy_HSA=-0.255. (3) Drug 1: C1=C(C(=O)NC(=O)N1)F. Drug 2: CC1CCC2CC(C(=CC=CC=CC(CC(C(=O)C(C(C(=CC(C(=O)CC(OC(=O)C3CCCCN3C(=O)C(=O)C1(O2)O)C(C)CC4CCC(C(C4)OC)OCCO)C)C)O)OC)C)C)C)OC. Cell line: KM12. Synergy scores: CSS=16.7, Synergy_ZIP=-14.4, Synergy_Bliss=-27.7, Synergy_Loewe=-23.4, Synergy_HSA=-23.3. (4) Cell line: IGROV1. Drug 2: C1=CC=C(C=C1)NC(=O)CCCCCCC(=O)NO. Drug 1: C1=NC(=NC(=O)N1C2C(C(C(O2)CO)O)O)N. Synergy scores: CSS=25.7, Synergy_ZIP=-4.08, Synergy_Bliss=-0.864, Synergy_Loewe=1.49, Synergy_HSA=1.97.